This data is from Forward reaction prediction with 1.9M reactions from USPTO patents (1976-2016). The task is: Predict the product of the given reaction. (1) Given the reactants [N+]([C:4]1[CH:5]=[C:6]([C:15]2[CH:20]=[CH:19][C:18]([C:21]([F:24])([F:23])[F:22])=[CH:17][CH:16]=2)[CH:7]=[CH:8][C:9]=1[NH:10][S:11]([CH3:14])(=[O:13])=[O:12])([O-])=O.[N+](C1C=C(C2C=CC(C(F)(F)F)=CC=2)C=CC=1N)([O-])=O, predict the reaction product. The product is: [F:24][C:21]([F:22])([F:23])[C:18]1[CH:17]=[CH:16][C:15]([C:6]2[CH:5]=[CH:4][C:9]([NH:10][S:11]([CH3:14])(=[O:12])=[O:13])=[CH:8][CH:7]=2)=[CH:20][CH:19]=1. (2) Given the reactants [F:1][C:2]1[C:10]([O:11][CH3:12])=[C:9]([O:13][CH3:14])[CH:8]=[C:7]([N+:15]([O-:17])=[O:16])[C:3]=1[C:4](O)=[O:5].[NH3:18].C1COCC1, predict the reaction product. The product is: [F:1][C:2]1[C:10]([O:11][CH3:12])=[C:9]([O:13][CH3:14])[CH:8]=[C:7]([N+:15]([O-:17])=[O:16])[C:3]=1[C:4]([NH2:18])=[O:5]. (3) Given the reactants [Br:1][CH2:2][CH2:3][CH:4]([CH3:8])[C:5](Br)=[O:6].[CH3:9][OH:10], predict the reaction product. The product is: [CH3:9][O:10][C:5](=[O:6])[CH:4]([CH3:8])[CH2:3][CH2:2][Br:1]. (4) Given the reactants [N:1]1([C:7]2[CH:8]=[C:9]3[C:14](=[CH:15][CH:16]=2)[N:13]=[C:12]([N:17]2[CH:21]=[C:20]([C:22]([O:24]CC)=[O:23])[CH:19]=[N:18]2)[NH:11][C:10]3=O)[CH2:6][CH2:5][CH2:4][CH2:3][CH2:2]1.[CH:28]1([NH2:31])[CH2:30][CH2:29]1, predict the reaction product. The product is: [CH:28]1([NH:31][C:10]2[C:9]3[C:14](=[CH:15][CH:16]=[C:7]([N:1]4[CH2:6][CH2:5][CH2:4][CH2:3][CH2:2]4)[CH:8]=3)[N:13]=[C:12]([N:17]3[CH:21]=[C:20]([C:22]([OH:24])=[O:23])[CH:19]=[N:18]3)[N:11]=2)[CH2:30][CH2:29]1. (5) Given the reactants [CH3:1][N:2]([CH3:15])/[CH:3]=[CH:4]/[C:5]1[O:6][C:7]2[CH:13]=[CH:12][C:11]([NH2:14])=[CH:10][C:8]=2[N:9]=1.CN(C1C=CC=CN=1)C.[C:25]([C:29]1[CH:37]=[CH:36][C:32]([C:33](Cl)=[O:34])=[CH:31][CH:30]=1)([CH3:28])([CH3:27])[CH3:26], predict the reaction product. The product is: [C:25]([C:29]1[CH:30]=[CH:31][C:32]([C:33]([NH:14][C:11]2[CH:12]=[CH:13][C:7]3[O:6][C:5](/[CH:4]=[CH:3]/[N:2]([CH3:1])[CH3:15])=[N:9][C:8]=3[CH:10]=2)=[O:34])=[CH:36][CH:37]=1)([CH3:28])([CH3:26])[CH3:27].